Dataset: Full USPTO retrosynthesis dataset with 1.9M reactions from patents (1976-2016). Task: Predict the reactants needed to synthesize the given product. (1) The reactants are: [C:1](O)([C:3](F)(F)F)=[O:2].[NH2:8][C:9]1[C:10]([C:26]([NH2:28])=[O:27])=[CH:11][C:12]2[C:20]3[C:15](=[CH:16][CH:17]=[CH:18][CH:19]=3)[N:14]([CH2:21][C@@H:22]([NH2:24])[CH3:23])[C:13]=2[N:25]=1. Given the product [C:1]([NH:8][C:9]1[C:10]([C:26]([NH2:28])=[O:27])=[CH:11][C:12]2[C:20]3[C:15](=[CH:16][CH:17]=[CH:18][CH:19]=3)[N:14]([CH2:21][C@@H:22]([NH2:24])[CH3:23])[C:13]=2[N:25]=1)(=[O:2])[CH3:3], predict the reactants needed to synthesize it. (2) The reactants are: [F:1][C:2]([F:26])([F:25])[C:3]1[N:7]2[N:8]=[C:9]([N:12]3[CH2:17][CH2:16][CH:15]([CH2:18][O:19][CH2:20][C:21](OC)=[O:22])[CH2:14][CH2:13]3)[CH:10]=[CH:11][C:6]2=[N:5][N:4]=1.CO.[CH3:29][NH:30][CH3:31]. Given the product [CH3:29][N:30]([CH3:31])[C:21](=[O:22])[CH2:20][O:19][CH2:18][CH:15]1[CH2:14][CH2:13][N:12]([C:9]2[CH:10]=[CH:11][C:6]3[N:7]([C:3]([C:2]([F:25])([F:26])[F:1])=[N:4][N:5]=3)[N:8]=2)[CH2:17][CH2:16]1, predict the reactants needed to synthesize it.